This data is from Full USPTO retrosynthesis dataset with 1.9M reactions from patents (1976-2016). The task is: Predict the reactants needed to synthesize the given product. (1) Given the product [F:1][C:2]1[CH:3]=[C:4]2[C:9](=[CH:10][CH:11]=1)[N:8]=[C:7]([CH:12]([N:14]1[C:18]3=[N:19][CH:20]=[N:21][C:22]([NH2:23])=[C:17]3[C:16]([C:36]3[CH:35]=[N:34][N:33]([CH3:32])[CH:37]=3)=[N:15]1)[CH3:13])[C:6]([C:25]1[CH:26]=[N:27][CH:28]=[C:29]([F:31])[CH:30]=1)=[CH:5]2, predict the reactants needed to synthesize it. The reactants are: [F:1][C:2]1[CH:3]=[C:4]2[C:9](=[CH:10][CH:11]=1)[N:8]=[C:7]([CH:12]([N:14]1[C:18]3=[N:19][CH:20]=[N:21][C:22]([NH2:23])=[C:17]3[C:16](I)=[N:15]1)[CH3:13])[C:6]([C:25]1[CH:26]=[N:27][CH:28]=[C:29]([F:31])[CH:30]=1)=[CH:5]2.[CH3:32][N:33]1[CH:37]=[C:36](B2OC(C)(C)C(C)(C)O2)[CH:35]=[N:34]1.C(=O)([O-])[O-].[Na+].[Na+]. (2) The reactants are: CS(C)=O.C(Cl)(=O)C(Cl)=O.[CH:11]([C@:14]1([C:20]([N:22]2[CH2:27][C:26]3[CH:28]=[C:29]([C:32]([F:35])([F:34])[F:33])[CH:30]=[CH:31][C:25]=3[O:24][CH2:23]2)=[O:21])[CH2:18][CH2:17][CH:16]([OH:19])[CH2:15]1)([CH3:13])[CH3:12].C(N(CC)CC)C.Cl. Given the product [CH:11]([C@:14]1([C:20]([N:22]2[CH2:27][C:26]3[CH:28]=[C:29]([C:32]([F:34])([F:35])[F:33])[CH:30]=[CH:31][C:25]=3[O:24][CH2:23]2)=[O:21])[CH2:18][CH2:17][C:16](=[O:19])[CH2:15]1)([CH3:13])[CH3:12], predict the reactants needed to synthesize it. (3) The reactants are: C1(=O)OC(=[O:5])C=C1.OO.[Br:10][CH2:11][C:12]([C:21]1[CH:26]=[CH:25][C:24]([F:27])=[CH:23][C:22]=1[F:28])=[CH:13][C:14]1[CH:19]=[CH:18][CH:17]=[CH:16][C:15]=1[Cl:20]. Given the product [Br:10][CH2:11][C:12]1([C:21]2[CH:26]=[CH:25][C:24]([F:27])=[CH:23][C:22]=2[F:28])[CH:13]([C:14]2[CH:19]=[CH:18][CH:17]=[CH:16][C:15]=2[Cl:20])[O:5]1, predict the reactants needed to synthesize it. (4) Given the product [C:2]([C:4]1[CH:9]=[CH:8][C:7](/[CH:13]=[CH:12]/[C:11]([O:15][CH3:16])=[O:14])=[CH:6][CH:5]=1)(=[O:3])[CH3:1], predict the reactants needed to synthesize it. The reactants are: [CH3:1][C:2]([C:4]1[CH:9]=[CH:8][C:7](Br)=[CH:6][CH:5]=1)=[O:3].[C:11]([O:15][CH3:16])(=[O:14])[CH:12]=[CH2:13].C(=O)(O)[O-].[Na+].